This data is from Reaction yield outcomes from USPTO patents with 853,638 reactions. The task is: Predict the reaction yield, written as a fraction of the theoretical maximum amount of product (1.0 means a 100% yield; for example, 0.34 means a 34% yield). (1) The reactants are [CH3:1][C:2]([OH:8])([CH2:4][CH:5]([OH:7])[CH3:6])[CH3:3].N1C=C[CH:12]=[CH:11][CH:10]=1.[C:15](Cl)(=[O:22])[C:16]1[CH:21]=[CH:20][CH:19]=[CH:18][CH:17]=1.[O:24]1[CH2:28][CH2:27][CH2:26][CH2:25]1. No catalyst specified. The product is [C:15]([O:8][C:2]([CH3:3])([CH2:4][CH:5]([O:7][C:28](=[O:24])[C:27]1[CH:12]=[CH:11][CH:10]=[CH:25][CH:26]=1)[CH3:6])[CH3:1])(=[O:22])[C:16]1[CH:21]=[CH:20][CH:19]=[CH:18][CH:17]=1. The yield is 0.880. (2) The reactants are N(C(C)C)C(C)C.[Li]CCCC.[Br:13][C:14]1[C:15]([C:19]([OH:21])=[O:20])=[CH:16][S:17][CH:18]=1.CN(P(N(C)C)(N(C)C)=O)C.CON(C)[C:36]([C:38]1[CH:43]=[CH:42][N:41]=[CH:40][CH:39]=1)=[O:37]. The catalyst is C1COCC1. The product is [Br:13][C:14]1[C:15]([C:19]([OH:21])=[O:20])=[C:16]([C:36](=[O:37])[C:38]2[CH:43]=[CH:42][N:41]=[CH:40][CH:39]=2)[S:17][CH:18]=1. The yield is 0.200. (3) The reactants are [F:1][C:2]([F:13])([C:6]1[CH:11]=[CH:10][C:9]([CH3:12])=[CH:8][N:7]=1)[C:3]([OH:5])=O.P(Cl)(Cl)(Cl)=O.Cl.[NH2:20][CH2:21][C:22]1[CH:23]=[C:24]2[C:28](=[CH:29][CH:30]=1)[C:27](=[O:31])[N:26]([CH:32]1[CH2:37][CH2:36][C:35](=[O:38])[NH:34][C:33]1=[O:39])[CH2:25]2.C(=O)(O)[O-].[Na+]. The catalyst is N1C=CC=CC=1. The product is [O:39]=[C:33]1[CH:32]([N:26]2[CH2:25][C:24]3[C:28](=[CH:29][CH:30]=[C:22]([CH2:21][NH:20][C:3](=[O:5])[C:2]([F:1])([F:13])[C:6]4[CH:11]=[CH:10][C:9]([CH3:12])=[CH:8][N:7]=4)[CH:23]=3)[C:27]2=[O:31])[CH2:37][CH2:36][C:35](=[O:38])[NH:34]1. The yield is 0.130. (4) The catalyst is C1C=CC([P]([Pd]([P](C2C=CC=CC=2)(C2C=CC=CC=2)C2C=CC=CC=2)([P](C2C=CC=CC=2)(C2C=CC=CC=2)C2C=CC=CC=2)[P](C2C=CC=CC=2)(C2C=CC=CC=2)C2C=CC=CC=2)(C2C=CC=CC=2)C2C=CC=CC=2)=CC=1.C1(C)C=CC=CC=1.CCO.O. The reactants are Cl[C:2]1[CH:7]=[CH:6][N:5]=[C:4]([S:8][CH3:9])[N:3]=1.CC1(C)C(C)(C)OB([C:18]2[CH:19]=[N:20][NH:21][CH:22]=2)O1.C([O-])([O-])=O.[Na+].[Na+]. The yield is 0.710. The product is [CH3:9][S:8][C:4]1[N:3]=[C:2]([C:18]2[CH:19]=[N:20][NH:21][CH:22]=2)[CH:7]=[CH:6][N:5]=1.